The task is: Predict the reaction yield, written as a fraction of the theoretical maximum amount of product (1.0 means a 100% yield; for example, 0.34 means a 34% yield).. This data is from Reaction yield outcomes from USPTO patents with 853,638 reactions. (1) The reactants are [NH2:1][C:2]1[CH:3]=[C:4]([CH3:10])[CH:5]=[CH:6][C:7]=1[NH:8][CH3:9].C(N(CC)CC)C.[Cl:18][C:19]1[CH:27]=[CH:26][C:25]([N+:28]([O-:30])=[O:29])=[CH:24][C:20]=1[C:21](Cl)=O. The catalyst is C(Cl)(Cl)Cl. The product is [Cl:18][C:19]1[CH:27]=[CH:26][C:25]([N+:28]([O-:30])=[O:29])=[CH:24][C:20]=1[C:21]1[N:8]([CH3:9])[C:7]2[CH:6]=[CH:5][C:4]([CH3:10])=[CH:3][C:2]=2[N:1]=1. The yield is 0.820. (2) The reactants are [Cl:1][C:2]1[CH:11]=[CH:10][C:5]([C:6]([O:8][CH3:9])=[O:7])=[C:4]([NH:12][CH2:13][CH2:14][CH2:15][OH:16])[C:3]=1[NH:17][C:18](=S)[NH:19][C:20]1[C:21]([CH3:29])=[N:22][C:23]([N:26]([CH3:28])[CH3:27])=[CH:24][CH:25]=1.Cl.C(N=C=NCCCN(C)C)C.C(N(CC)CC)C. The catalyst is O1CCCC1.C(=O)([O-])O.[Na+]. The product is [Cl:1][C:2]1[C:3]2[N:17]=[C:18]([NH:19][C:20]3[C:21]([CH3:29])=[N:22][C:23]([N:26]([CH3:28])[CH3:27])=[CH:24][CH:25]=3)[N:12]([CH2:13][CH2:14][CH2:15][OH:16])[C:4]=2[C:5]([C:6]([O:8][CH3:9])=[O:7])=[CH:10][CH:11]=1. The yield is 0.280. (3) The reactants are N1C=CC=C1.[C:6]([O:10][C:11]([NH:13][C:14]1[CH:15]=[C:16]([C:20]([NH:22][C:23]2[CH:24]=[C:25](C(OC)=O)[N:26]([CH3:28])[CH:27]=2)=[O:21])[N:17]([CH3:19])[CH:18]=1)=[O:12])([CH3:9])([CH3:8])[CH3:7].Cl.[C:34](C1NC=CC=1)([O:36][C:37](C)(C)C)=[O:35].CCN=[C:49]=[N:50][CH2:51][CH2:52][CH2:53][N:54]([CH3:56])[CH3:55].[OH-:57].[Na+]. The catalyst is O1CCOCC1.CN(C1C=CN=CC=1)C.CCOC(C)=O.CO. The product is [C:6]([O:10][C:11]([NH:13][C:14]1[CH:15]=[C:16]([C:20]([NH:22][C:23]2[CH:24]=[C:25]([C:49]([NH:50][C:51]3[CH:52]=[C:53]([C:34]([O:36][CH3:37])=[O:35])[N:54]([CH3:55])[CH:56]=3)=[O:57])[N:26]([CH3:28])[CH:27]=2)=[O:21])[N:17]([CH3:19])[CH:18]=1)=[O:12])([CH3:7])([CH3:8])[CH3:9]. The yield is 0.480. (4) The reactants are [CH3:1][O:2][C:3](=[O:48])[CH:4]([NH:28]C(C1C=CC=CC=1)(C1C=CC=CC=1)C1C=CC=CC=1)[CH2:5][O:6][C:7]1[CH:12]=[CH:11][C:10]([CH2:13][CH2:14][CH2:15][CH2:16][NH:17][C:18]([O:20][CH2:21][C:22]2[CH:27]=[CH:26][CH:25]=[CH:24][CH:23]=2)=[O:19])=[CH:9][CH:8]=1.FC(F)(F)C(O)=O.C(N(CC)CC)C.[C:71](O[C:71]([O:73][C:74]([CH3:77])([CH3:76])[CH3:75])=[O:72])([O:73][C:74]([CH3:77])([CH3:76])[CH3:75])=[O:72]. The catalyst is ClCCl.O. The product is [CH3:1][O:2][C:3](=[O:48])[CH:4]([NH:28][C:71]([O:73][C:74]([CH3:75])([CH3:76])[CH3:77])=[O:72])[CH2:5][O:6][C:7]1[CH:8]=[CH:9][C:10]([CH2:13][CH2:14][CH2:15][CH2:16][NH:17][C:18]([O:20][CH2:21][C:22]2[CH:23]=[CH:24][CH:25]=[CH:26][CH:27]=2)=[O:19])=[CH:11][CH:12]=1. The yield is 0.520. (5) The reactants are [Br:1][C:2]1[C:10]2[N:9]=[C:8]([S:11]([CH3:14])(=O)=O)[NH:7][C:6]=2[CH:5]=[C:4]([F:15])[CH:3]=1.SC1[C:22]2[NH:23][C:24](=[O:26])[NH:25][C:21]=2[CH:20]=[C:19]([C:27]([OH:29])=[O:28])[CH:18]=1. No catalyst specified. The product is [Br:1][C:2]1[C:10]2[N:9]=[C:8]([S:11][C:14]3[C:22]4[NH:23][C:24](=[O:26])[NH:25][C:21]=4[CH:20]=[C:19]([C:27]([OH:29])=[O:28])[CH:18]=3)[NH:7][C:6]=2[CH:5]=[C:4]([F:15])[CH:3]=1. The yield is 0.760. (6) The reactants are [C:1]([Si:5]([CH3:38])([CH3:37])[O:6][C:7]1[CH:12]=[CH:11][C:10]([C:13]([C:18]2[CH:23]=[CH:22][C:21]([C:24]#[C:25][C:26]([C:28]3([CH3:34])[CH2:33][CH2:32][CH2:31][CH2:30][CH2:29]3)=[O:27])=[C:20]([CH3:35])[CH:19]=2)([CH2:16][CH3:17])[CH2:14][CH3:15])=[CH:9][C:8]=1[CH3:36])([CH3:4])([CH3:3])[CH3:2].[BH4-].[Na+].C(OCC)(=O)C. The catalyst is C1COCC1.CO. The product is [C:1]([Si:5]([CH3:37])([CH3:38])[O:6][C:7]1[CH:12]=[CH:11][C:10]([C:13]([C:18]2[CH:23]=[CH:22][C:21]([C:24]#[C:25][CH:26]([C:28]3([CH3:34])[CH2:29][CH2:30][CH2:31][CH2:32][CH2:33]3)[OH:27])=[C:20]([CH3:35])[CH:19]=2)([CH2:14][CH3:15])[CH2:16][CH3:17])=[CH:9][C:8]=1[CH3:36])([CH3:2])([CH3:4])[CH3:3]. The yield is 0.885. (7) The reactants are [CH3:1][O:2][C:3]1[CH:8]=[CH:7][C:6]([C:9]2([O:19]C)C(OC)=CC=C(CO)C2)=[CH:5][C:4]=1[N+:21]([O-:23])=[O:22].[CH3:24][O:25][C:26]1[CH:27]=[C:28](Br)[CH:29]=[C:30]([O:32][CH3:33])[CH:31]=1.[Mg].COC1C=CC(C=O)=CC=1[N+]([O-])=O. No catalyst specified. The product is [CH3:1][O:2][C:3]1[CH:8]=[CH:7][C:6]([CH:9]([C:28]2[CH:27]=[C:26]([O:25][CH3:24])[CH:31]=[C:30]([O:32][CH3:33])[CH:29]=2)[OH:19])=[CH:5][C:4]=1[N+:21]([O-:23])=[O:22]. The yield is 0.600. (8) The reactants are [F:1][C:2]1[CH:3]=[C:4]([N+:9]([O-:11])=[O:10])[CH:5]=[CH:6][C:7]=1F.[C:12]([C:17]1[CH:22]=[CH:21][C:20]([OH:23])=[CH:19][CH:18]=1)([CH2:15][CH3:16])([CH3:14])[CH3:13].CS(C)=O. No catalyst specified. The product is [F:1][C:2]1[CH:3]=[C:4]([N+:9]([O-:11])=[O:10])[CH:5]=[CH:6][C:7]=1[O:23][C:20]1[CH:21]=[CH:22][C:17]([C:12]([CH2:15][CH3:16])([CH3:13])[CH3:14])=[CH:18][CH:19]=1. The yield is 0.990. (9) The reactants are Br[C:2]1[CH:9]=[N:8][CH:7]=[C:6]([Br:10])[C:3]=1[CH:4]=[O:5].[CH3:11][C:12]1([CH3:25])[CH2:24][C:15]2[C:16]3[CH2:21][CH2:20][NH:19][C:18](=[O:22])[C:17]=3[S:23][C:14]=2[CH2:13]1.C(=O)([O-])[O-].[Cs+].[Cs+].CC1(C)C2C(=C(P(C3C=CC=CC=3)C3C=CC=CC=3)C=CC=2)OC2C(P(C3C=CC=CC=3)C3C=CC=CC=3)=CC=CC1=2. The catalyst is C1C=CC(/C=C/C(/C=C/C2C=CC=CC=2)=O)=CC=1.C1C=CC(/C=C/C(/C=C/C2C=CC=CC=2)=O)=CC=1.C1C=CC(/C=C/C(/C=C/C2C=CC=CC=2)=O)=CC=1.[Pd].[Pd].O1CCOCC1. The product is [Br:10][C:6]1[CH:7]=[N:8][CH:9]=[C:2]([N:19]2[CH2:20][CH2:21][C:16]3[C:15]4[CH2:24][C:12]([CH3:11])([CH3:25])[CH2:13][C:14]=4[S:23][C:17]=3[C:18]2=[O:22])[C:3]=1[CH:4]=[O:5]. The yield is 0.650.